Dataset: Reaction yield outcomes from USPTO patents with 853,638 reactions. Task: Predict the reaction yield, written as a fraction of the theoretical maximum amount of product (1.0 means a 100% yield; for example, 0.34 means a 34% yield). (1) The reactants are [F:1][C:2]([F:31])([F:30])[C:3]1[CH:4]=[C:5]([NH:13][C:14](SC)=[C:15]([S:18]([C:21]2[CH:26]=[CH:25][C:24]([Cl:27])=[CH:23][CH:22]=2)(=[O:20])=[O:19])[C:16]#[N:17])[CH:6]=[C:7]([C:9]([F:12])([F:11])[F:10])[CH:8]=1.[CH:32]1([NH2:37])[CH2:36][CH2:35][CH2:34][CH2:33]1. No catalyst specified. The product is [F:31][C:2]([F:30])([F:1])[C:3]1[CH:4]=[C:5]([NH:13][C:14]([NH:37][CH:32]2[CH2:36][CH2:35][CH2:34][CH2:33]2)=[C:15]([S:18]([C:21]2[CH:26]=[CH:25][C:24]([Cl:27])=[CH:23][CH:22]=2)(=[O:19])=[O:20])[C:16]#[N:17])[CH:6]=[C:7]([C:9]([F:12])([F:11])[F:10])[CH:8]=1. The yield is 0.710. (2) The reactants are Cl[C:2]1[C:7]([CH:8]=O)=[C:6]([Cl:10])[CH:5]=[C:4]([Cl:11])[N:3]=1.[CH2:12](O)C.[CH3:15][NH:16]N. The catalyst is C(N(CC)CC)C. The product is [Cl:10][C:6]1[CH:5]=[C:4]([Cl:11])[CH:12]=[C:8]2[C:7]=1[CH:2]=[N:3][N:16]2[CH3:15]. The yield is 0.520. (3) The catalyst is C(O)CCC. The product is [CH:16]([NH:19][C:2]1[N:7]2[N:8]=[C:9]([NH2:11])[N:10]=[C:6]2[CH:5]=[C:4]([C:12]([F:15])([F:14])[F:13])[CH:3]=1)([CH3:18])[CH3:17]. The yield is 0.610. The reactants are Cl[C:2]1[N:7]2[N:8]=[C:9]([NH2:11])[N:10]=[C:6]2[CH:5]=[C:4]([C:12]([F:15])([F:14])[F:13])[CH:3]=1.[CH:16]([NH2:19])([CH3:18])[CH3:17].